From a dataset of Reaction yield outcomes from USPTO patents with 853,638 reactions. Predict the reaction yield, written as a fraction of the theoretical maximum amount of product (1.0 means a 100% yield; for example, 0.34 means a 34% yield). (1) The reactants are [CH2:1]([O:3][C:4](=[O:33])[C:5]1[CH:10]=[CH:9][C:8]([N:11]2[CH:15]=[C:14]([C:16]3[CH:21]=[CH:20][C:19]([Cl:22])=[CH:18][C:17]=3[Cl:23])[N:13]=[C:12]2/[CH:24]=[CH:25]/[C:26]2[CH:31]=[CH:30][C:29](Br)=[CH:28][CH:27]=2)=[CH:7][CH:6]=1)[CH3:2].[NH2:34][C:35]1[CH:36]=[C:37](B(O)O)[CH:38]=[CH:39][CH:40]=1. No catalyst specified. The product is [CH2:1]([O:3][C:4](=[O:33])[C:5]1[CH:10]=[CH:9][C:8]([N:11]2[CH:15]=[C:14]([C:16]3[CH:21]=[CH:20][C:19]([Cl:22])=[CH:18][C:17]=3[Cl:23])[N:13]=[C:12]2/[CH:24]=[CH:25]/[C:26]2[CH:31]=[CH:30][C:29]([C:39]3[CH:38]=[CH:37][CH:36]=[C:35]([NH2:34])[CH:40]=3)=[CH:28][CH:27]=2)=[CH:7][CH:6]=1)[CH3:2]. The yield is 0.760. (2) The reactants are [Br:1]Br.[CH3:3][C:4]1[N:9]=[C:8]([C:10]2[CH:15]=[CH:14][CH:13]=[CH:12][C:11]=2[O:16][CH3:17])[N:7]([C:18]2[CH:23]=[CH:22][C:21]([CH:24]([CH3:26])[CH3:25])=[CH:20][CH:19]=2)[C:6](=[O:27])[CH:5]=1. The yield is 0.360. The catalyst is C(O)(=O)C.C(Cl)Cl. The product is [Br:1][C:5]1[C:6](=[O:27])[N:7]([C:18]2[CH:19]=[CH:20][C:21]([CH:24]([CH3:25])[CH3:26])=[CH:22][CH:23]=2)[C:8]([C:10]2[CH:15]=[CH:14][CH:13]=[CH:12][C:11]=2[O:16][CH3:17])=[N:9][C:4]=1[CH3:3]. (3) The reactants are Cl[C:2]1[C:7]([O:8][CH3:9])=[CH:6][N:5]=[C:4]([C:10]2[CH:15]=[CH:14][C:13]([N+:16]([O-:18])=[O:17])=[CH:12][CH:11]=2)[N:3]=1.[NH:19]1[CH2:24][CH2:23][O:22][CH2:21][CH2:20]1.[NH4+].[Cl-]. The catalyst is ClCCl. The product is [CH3:9][O:8][C:7]1[C:2]([N:19]2[CH2:24][CH2:23][O:22][CH2:21][CH2:20]2)=[N:3][C:4]([C:10]2[CH:15]=[CH:14][C:13]([N+:16]([O-:18])=[O:17])=[CH:12][CH:11]=2)=[N:5][CH:6]=1. The yield is 0.410. (4) The reactants are [CH2:1](B1C2CCCC1CCC2)[C:2]1[CH:7]=[CH:6][CH:5]=[CH:4][CH:3]=1.Br[C:18]1[C:19]([O:47][CH2:48][C:49]([F:52])([F:51])[F:50])=[N:20][CH:21]=[C:22]([CH:46]=1)[C:23]([NH:25][CH2:26][CH2:27][NH:28][C:29]([C:31]1[C:32]([C:42]([F:45])([F:44])[F:43])=[N:33][N:34]([C:36]2[CH:41]=[CH:40][CH:39]=[CH:38][CH:37]=2)[CH:35]=1)=[O:30])=[O:24]. The catalyst is C1C=CC(P(C2C=CC=CC=2)[C-]2C=CC=C2)=CC=1.C1C=CC(P(C2C=CC=CC=2)[C-]2C=CC=C2)=CC=1.Cl[Pd]Cl.[Fe+2].ClCCl.CN(C=O)C. The product is [CH2:1]([C:18]1[C:19]([O:47][CH2:48][C:49]([F:51])([F:50])[F:52])=[N:20][CH:21]=[C:22]([CH:46]=1)[C:23]([NH:25][CH2:26][CH2:27][NH:28][C:29]([C:31]1[C:32]([C:42]([F:45])([F:44])[F:43])=[N:33][N:34]([C:36]2[CH:37]=[CH:38][CH:39]=[CH:40][CH:41]=2)[CH:35]=1)=[O:30])=[O:24])[C:2]1[CH:3]=[CH:4][CH:5]=[CH:6][CH:7]=1. The yield is 0.200. (5) The reactants are [BH3-]C#N.[Na+].[Br:5][C:6]1[CH:14]=[CH:13][CH:12]=[C:11]2[C:7]=1[CH:8]=[CH:9][N:10]2[S:15]([C:18]1[CH:23]=[C:22]([CH3:24])[CH:21]=[CH:20][C:19]=1[O:25][CH3:26])(=[O:17])=[O:16]. No catalyst specified. The product is [Br:5][C:6]1[CH:14]=[CH:13][CH:12]=[C:11]2[C:7]=1[CH2:8][CH2:9][N:10]2[S:15]([C:18]1[CH:23]=[C:22]([CH3:24])[CH:21]=[CH:20][C:19]=1[O:25][CH3:26])(=[O:16])=[O:17]. The yield is 0.800.